From a dataset of Reaction yield outcomes from USPTO patents with 853,638 reactions. Predict the reaction yield, written as a fraction of the theoretical maximum amount of product (1.0 means a 100% yield; for example, 0.34 means a 34% yield). The reactants are [F:1][C:2]([F:34])([F:33])[C:3]1[CH:4]=[C:5]([CH:30]=[CH:31][CH:32]=1)[C:6]([NH:8][C:9]1[CH:10]=[C:11]([CH:27]=[CH:28][CH:29]=1)[O:12][C:13]1[CH:14]=[CH:15][C:16]2[N:17]([CH:19]=[C:20]([C:22]([O:24]CC)=[O:23])[N:21]=2)[N:18]=1)=[O:7].[OH-].[Na+].CO.Cl. The catalyst is O. The product is [F:33][C:2]([F:1])([F:34])[C:3]1[CH:4]=[C:5]([CH:30]=[CH:31][CH:32]=1)[C:6]([NH:8][C:9]1[CH:10]=[C:11]([CH:27]=[CH:28][CH:29]=1)[O:12][C:13]1[CH:14]=[CH:15][C:16]2[N:17]([CH:19]=[C:20]([C:22]([OH:24])=[O:23])[N:21]=2)[N:18]=1)=[O:7]. The yield is 0.960.